Dataset: Forward reaction prediction with 1.9M reactions from USPTO patents (1976-2016). Task: Predict the product of the given reaction. The product is: [F:36][C:35]([F:38])([F:37])[C@H:32]1[CH2:33][CH2:34][C@H:29]([O:1][C:2]2[CH:11]=[CH:10][CH:9]=[C:8]3[C:3]=2[CH:4]=[CH:5][C:6]([CH2:12][N:13]2[CH2:14][CH2:15][CH:16]([C:19]([O:21][CH2:22][CH3:23])=[O:20])[CH2:17][CH2:18]2)=[CH:7]3)[CH2:30][CH2:31]1. Given the reactants [OH:1][C:2]1[CH:11]=[CH:10][CH:9]=[C:8]2[C:3]=1[CH:4]=[CH:5][C:6]([CH2:12][N:13]1[CH2:18][CH2:17][CH:16]([C:19]([O:21][CH2:22][CH3:23])=[O:20])[CH2:15][CH2:14]1)=[CH:7]2.CS(O[C@H:29]1[CH2:34][CH2:33][C@@H:32]([C:35]([F:38])([F:37])[F:36])[CH2:31][CH2:30]1)(=O)=O.C([O-])([O-])=O.[Cs+].[Cs+], predict the reaction product.